This data is from Catalyst prediction with 721,799 reactions and 888 catalyst types from USPTO. The task is: Predict which catalyst facilitates the given reaction. (1) Reactant: C[Si](C)(C)CC[O:5][C:6](=[O:42])[CH2:7][CH2:8][C:9]([C:11]1[C:19]2[C:14](=[CH:15][CH:16]=[C:17]([Cl:20])[CH:18]=2)[N:13]([C:21]2[N:30]=[C:29]([C:31]3[CH:36]=[CH:35][CH:34]=[CH:33][N:32]=3)[C:28]3[C:23](=[CH:24][CH:25]=[C:26]([C:37]4[O:38][CH:39]=[CH:40][CH:41]=4)[CH:27]=3)[N:22]=2)[CH:12]=1)=[O:10].[F-].C([N+](CCCC)(CCCC)CCCC)CCC.O.Cl. The catalyst class is: 1. Product: [Cl:20][C:17]1[CH:18]=[C:19]2[C:14](=[CH:15][CH:16]=1)[N:13]([C:21]1[N:30]=[C:29]([C:31]3[CH:36]=[CH:35][CH:34]=[CH:33][N:32]=3)[C:28]3[C:23](=[CH:24][CH:25]=[C:26]([C:37]4[O:38][CH:39]=[CH:40][CH:41]=4)[CH:27]=3)[N:22]=1)[CH:12]=[C:11]2[C:9](=[O:10])[CH2:8][CH2:7][C:6]([OH:42])=[O:5]. (2) Reactant: [C@H:1]1([O:12][C:13]2[CH:18]=[CH:17][C:16]([C:19]3[CH:20]=[CH:21][C:22]([C:25]([O:27]C)=[O:26])=[N:23][CH:24]=3)=[CH:15][CH:14]=2)[O:9][C@H:8]([CH2:10][OH:11])[C@@H:6]([OH:7])[C@H:4]([OH:5])[C@@H:2]1[OH:3].[OH-].[Na+]. Product: [C@H:1]1([O:12][C:13]2[CH:14]=[CH:15][C:16]([C:19]3[CH:20]=[CH:21][C:22]([C:25]([OH:27])=[O:26])=[N:23][CH:24]=3)=[CH:17][CH:18]=2)[O:9][C@H:8]([CH2:10][OH:11])[C@@H:6]([OH:7])[C@H:4]([OH:5])[C@@H:2]1[OH:3]. The catalyst class is: 5. (3) Reactant: [CH3:1][S:2]([N:5]1[CH2:10][CH2:9][NH:8][CH2:7][CH2:6]1)(=[O:4])=[O:3].[CH2:11]([S:13]([C:16]1[CH:21]=[CH:20][C:19]([NH:22][C:23](=[O:31])[C@:24]([OH:30])([CH3:29])[C:25]([F:28])([F:27])[F:26])=[C:18]([Cl:32])[C:17]=1F)(=[O:15])=[O:14])[CH3:12].[Cl-].[NH4+]. Product: [Cl:32][C:18]1[C:17]([N:8]2[CH2:9][CH2:10][N:5]([S:2]([CH3:1])(=[O:4])=[O:3])[CH2:6][CH2:7]2)=[C:16]([S:13]([CH2:11][CH3:12])(=[O:15])=[O:14])[CH:21]=[CH:20][C:19]=1[NH:22][C:23](=[O:31])[C@:24]([OH:30])([CH3:29])[C:25]([F:28])([F:27])[F:26]. The catalyst class is: 37. (4) Reactant: Br[C:2]1[CH:7]=[CH:6][C:5]([S:8]([N:11]2[CH:15]=[CH:14][C:13](/[CH:16]=[CH:17]/[C:18]([NH:20][O:21][CH:22]3[CH2:27][CH2:26][CH2:25][CH2:24][O:23]3)=[O:19])=[CH:12]2)(=[O:10])=[O:9])=[CH:4][CH:3]=1.[CH3:28][N:29]1[CH2:34][CH2:33][N:32]([C:35]2[CH:40]=[C:39](B3OC(C)(C)C(C)(C)O3)[CH:38]=[CH:37][N:36]=2)[CH2:31][CH2:30]1.C([O-])([O-])=O.[Na+].[Na+]. Product: [CH3:28][N:29]1[CH2:30][CH2:31][N:32]([C:35]2[CH:40]=[C:39]([C:2]3[CH:7]=[CH:6][C:5]([S:8]([N:11]4[CH:15]=[CH:14][C:13](/[CH:16]=[CH:17]/[C:18]([NH:20][O:21][CH:22]5[CH2:27][CH2:26][CH2:25][CH2:24][O:23]5)=[O:19])=[CH:12]4)(=[O:10])=[O:9])=[CH:4][CH:3]=3)[CH:38]=[CH:37][N:36]=2)[CH2:33][CH2:34]1. The catalyst class is: 57.